From a dataset of Catalyst prediction with 721,799 reactions and 888 catalyst types from USPTO. Predict which catalyst facilitates the given reaction. Reactant: C([O-])(=O)C.[K+].Br[C:7]1[CH:12]=[CH:11][C:10]([OH:13])=[CH:9][C:8]=1[CH3:14].[CH3:15][C:16]1([CH3:32])[C:20]([CH3:22])([CH3:21])[O:19][B:18]([B:18]2[O:19][C:20]([CH3:22])([CH3:21])[C:16]([CH3:32])([CH3:15])[O:17]2)[O:17]1. Product: [CH3:14][C:8]1[CH:9]=[C:10]([OH:13])[CH:11]=[CH:12][C:7]=1[B:18]1[O:19][C:20]([CH3:22])([CH3:21])[C:16]([CH3:32])([CH3:15])[O:17]1. The catalyst class is: 9.